The task is: Predict the reaction yield, written as a fraction of the theoretical maximum amount of product (1.0 means a 100% yield; for example, 0.34 means a 34% yield).. This data is from Reaction yield outcomes from USPTO patents with 853,638 reactions. The reactants are [Cl:1][C:2]1[N:7]=[C:6](Cl)[C:5]([F:9])=[CH:4][N:3]=1.N#N.[CH2:12]1[CH2:22][O:21][C:20]2[CH:19]=[CH:18][C:16]([NH2:17])=[CH:15][C:14]=2[O:13]1.Cl. The catalyst is O.CO. The product is [Cl:1][C:2]1[N:7]=[C:6]([NH:17][C:16]2[CH:18]=[CH:19][C:20]3[O:21][CH2:22][CH2:12][O:13][C:14]=3[CH:15]=2)[C:5]([F:9])=[CH:4][N:3]=1. The yield is 0.780.